From a dataset of Reaction yield outcomes from USPTO patents with 853,638 reactions. Predict the reaction yield, written as a fraction of the theoretical maximum amount of product (1.0 means a 100% yield; for example, 0.34 means a 34% yield). (1) The reactants are [NH2:1][C:2]1[N:3]=[C:4]([NH:17][CH:18]2[CH2:23][CH2:22][N:21]([C:24](=[O:32])[C:25]3C=CC(I)=[CH:27][CH:26]=3)[CH2:20][CH2:19]2)[S:5][C:6]=1[C:7]([C:9]1[C:14]([F:15])=[CH:13][CH:12]=[CH:11][C:10]=1[F:16])=[O:8].NC1N=C(NC2CCNCC2)SC=1C(C1C(F)=CC=CC=1F)=O.[O:56]1C(C(Cl)=O)=CC=[N:57]1. No catalyst specified. The product is [NH2:1][C:2]1[N:3]=[C:4]([NH:17][CH:18]2[CH2:23][CH2:22][N:21]([C:24]([C:25]3[O:56][N:57]=[CH:27][CH:26]=3)=[O:32])[CH2:20][CH2:19]2)[S:5][C:6]=1[C:7]([C:9]1[C:14]([F:15])=[CH:13][CH:12]=[CH:11][C:10]=1[F:16])=[O:8]. The yield is 0.650. (2) The reactants are [SH:1][C:2]1[CH:7]=[CH:6][N:5]=[CH:4][CH:3]=1.[H-].[Na+].Br[C:11]1[N:16]=[CH:15][C:14]([CH:17]=[O:18])=[CH:13][CH:12]=1.O. The catalyst is CN(C=O)C.CCOC(C)=O. The yield is 0.760. The product is [N:5]1[CH:6]=[CH:7][C:2]([S:1][C:11]2[N:16]=[CH:15][C:14]([CH:17]=[O:18])=[CH:13][CH:12]=2)=[CH:3][CH:4]=1. (3) The reactants are [CH3:1][O:2][N:3]1[CH2:8][CH2:7][CH2:6][CH2:5][C:4]1=O.[Li+].CC([N-]C(C)C)C.C1C=CC(N([S:32]([C:35]([F:38])([F:37])[F:36])(=[O:34])=[O:33])[S:32]([C:35]([F:38])([F:37])[F:36])(=[O:34])=[O:33])=CC=1.C1C[O:42]CC1. The catalyst is CCOC(C)=O. The product is [CH3:1][O:2][N:3]1[CH2:8][CH:7]=[C:6]([O:33][S:32]([C:35]([F:38])([F:37])[F:36])(=[O:42])=[O:34])[CH2:5][CH2:4]1. The yield is 0.710. (4) The reactants are I[C:2]1[CH:3]=[C:4]([O:8][CH3:9])[CH:5]=[CH:6][CH:7]=1.[CH:10]([C:13]1[CH:18]=[CH:17][CH:16]=[CH:15][C:14]=1[SH:19])([CH3:12])[CH3:11].C([O-])([O-])=O.[K+].[K+].C(O)CO. The catalyst is [Cu]I.CC(O)C. The product is [CH:10]([C:13]1[CH:18]=[CH:17][CH:16]=[CH:15][C:14]=1[S:19][C:2]1[CH:3]=[C:4]([O:8][CH3:9])[CH:5]=[CH:6][CH:7]=1)([CH3:12])[CH3:11]. The yield is 0.930. (5) The reactants are [Si:1]([O:8][C:9]1[CH:14]=[CH:13][C:12]([CH2:15][CH:16]([OH:21])[C:17]([O:19][CH3:20])=[O:18])=[CH:11][CH:10]=1)([C:4]([CH3:7])([CH3:6])[CH3:5])([CH3:3])[CH3:2].[H-].[Na+].Br[CH2:25][C:26]1[CH:38]=[CH:37][C:29]([C:30]([O:32][C:33]([CH3:36])([CH3:35])[CH3:34])=[O:31])=[CH:28][CH:27]=1. The catalyst is C1COCC1.[I-].C([N+](CCCC)(CCCC)CCCC)CCC. The product is [Si:1]([O:8][C:9]1[CH:10]=[CH:11][C:12]([CH2:15][CH:16]([O:21][CH2:25][C:26]2[CH:27]=[CH:28][C:29]([C:30]([O:32][C:33]([CH3:36])([CH3:35])[CH3:34])=[O:31])=[CH:37][CH:38]=2)[C:17]([O:19][CH3:20])=[O:18])=[CH:13][CH:14]=1)([C:4]([CH3:5])([CH3:7])[CH3:6])([CH3:3])[CH3:2]. The yield is 0.410. (6) The reactants are [CH:1]([C:3]1[CH:8]=[CH:7][CH:6]=[CH:5][C:4]=1B(O)O)=[O:2].[CH3:12][C:13]1[CH:17]=[C:16]([CH3:18])[NH:15][N:14]=1.N1C=CC=CC=1. The catalyst is C(Cl)Cl.CC([O-])=O.CC([O-])=O.[Cu+2]. The product is [CH3:12][C:13]1[CH:17]=[C:16]([CH3:18])[N:15]([C:4]2[CH:5]=[CH:6][CH:7]=[CH:8][C:3]=2[CH:1]=[O:2])[N:14]=1. The yield is 0.0800.